Dataset: Reaction yield outcomes from USPTO patents with 853,638 reactions. Task: Predict the reaction yield, written as a fraction of the theoretical maximum amount of product (1.0 means a 100% yield; for example, 0.34 means a 34% yield). (1) The reactants are [C:1]1([C:7]2[O:11][N:10]=[C:9]([C:12]([NH:14][CH2:15][C:16]([OH:18])=O)=[O:13])[CH:8]=2)[CH:6]=[CH:5][CH:4]=[CH:3][CH:2]=1.CCN(C(C)C)C(C)C.C1C=CC2N(O)N=NC=2C=1.CCN=C=NCCCN(C)C.Cl.Cl.Cl.[Br:52][C:53]1[CH:58]=[CH:57][CH:56]=[CH:55][C:54]=1[NH:59][CH:60]1[CH2:65][CH2:64][NH:63][CH2:62][CH2:61]1. The catalyst is CN(C=O)C.O. The product is [Br:52][C:53]1[CH:58]=[CH:57][CH:56]=[CH:55][C:54]=1[NH:59][CH:60]1[CH2:65][CH2:64][N:63]([C:16](=[O:18])[CH2:15][NH:14][C:12]([C:9]2[CH:8]=[C:7]([C:1]3[CH:2]=[CH:3][CH:4]=[CH:5][CH:6]=3)[O:11][N:10]=2)=[O:13])[CH2:62][CH2:61]1. The yield is 0.220. (2) The reactants are FC1C=C(CCC2C=CC=CC=2)C(OC)=C2C=1NC=C2CCO.[CH2:24]([NH:31][CH2:32][CH2:33][C:34]1[C:42]2[C:37](=[CH:38][C:39]([F:51])=[CH:40][C:41]=2[O:43]CC2C=CC=CC=2)[N:36]([CH2:52][CH3:53])[CH:35]=1)[C:25]1[CH:30]=[CH:29][CH:28]=[CH:27][CH:26]=1. No catalyst specified. The product is [CH2:24]([NH:31][CH2:32][CH2:33][C:34]1[C:42]2[C:41]([OH:43])=[CH:40][C:39]([F:51])=[CH:38][C:37]=2[N:36]([CH2:52][CH3:53])[CH:35]=1)[C:25]1[CH:26]=[CH:27][CH:28]=[CH:29][CH:30]=1. The yield is 0.370. (3) The reactants are [C:1]([O:9]CC)(=O)[CH2:2][C:3]([O:5][CH2:6][CH3:7])=[O:4].[H-].[Na+].[F:14][C:15]1[CH:35]=[N:34][C:18]2[N:19]([CH2:25][C:26]3[CH:31]=[CH:30][C:29]([O:32][CH3:33])=[CH:28][CH:27]=3)C(=O)[O:21][C:22](=O)[C:17]=2[CH:16]=1.Cl. The catalyst is CC(N(C)C)=O. The product is [CH2:6]([O:5][C:3]([C:2]1[C:1](=[O:9])[N:19]([CH2:25][C:26]2[CH:31]=[CH:30][C:29]([O:32][CH3:33])=[CH:28][CH:27]=2)[C:18]2[C:17]([C:22]=1[OH:21])=[CH:16][C:15]([F:14])=[CH:35][N:34]=2)=[O:4])[CH3:7]. The yield is 0.980. (4) The reactants are C([O:3][C:4](=O)[C:5]1[CH:10]=[C:9]([O:11][CH2:12][CH3:13])[C:8]([NH2:14])=[C:7]([O:15][CH2:16][CH3:17])[CH:6]=1)C.[H-].C([Al+]CC(C)C)C(C)C. The catalyst is ClCCl. The product is [NH2:14][C:8]1[C:7]([O:15][CH2:16][CH3:17])=[CH:6][C:5]([CH2:4][OH:3])=[CH:10][C:9]=1[O:11][CH2:12][CH3:13]. The yield is 0.470. (5) The reactants are FC(F)(F)S(O[C:7]1[CH2:8][CH2:9][O:10][CH2:11][CH:12]=1)(=O)=O.[CH3:15][C:16]1([CH3:32])[C:20]([CH3:22])([CH3:21])[O:19][B:18]([B:18]2[O:19][C:20]([CH3:22])([CH3:21])[C:16]([CH3:32])([CH3:15])[O:17]2)[O:17]1.C([O-])(=O)C.[K+].O. The catalyst is CS(C)=O.C(Cl)Cl.[Pd](Cl)Cl.C1(P(C2C=CC=CC=2)[C-]2C=CC=C2)C=CC=CC=1.[C-]1(P(C2C=CC=CC=2)C2C=CC=CC=2)C=CC=C1.[Fe+2]. The product is [O:10]1[CH2:11][CH:12]=[C:7]([B:18]2[O:19][C:20]([CH3:22])([CH3:21])[C:16]([CH3:32])([CH3:15])[O:17]2)[CH2:8][CH2:9]1. The yield is 0.505. (6) The reactants are Cl[C:2]1[N:7]=[C:6]([CH3:8])[C:5]([CH:9]([CH2:14][CH2:15][CH3:16])[C:10]([O:12][CH3:13])=[O:11])=[C:4]([C:17]2[CH:22]=[CH:21][C:20]([CH3:23])=[CH:19][CH:18]=2)[N:3]=1.[NH:24]1[CH2:29][CH2:28][CH:27]([NH:30][C:31](=[O:38])[C:32]2[CH:37]=[CH:36][CH:35]=[CH:34][CH:33]=2)[CH2:26][CH2:25]1.C(N(CC)CC)C. The catalyst is O1CCCC1.C(=O)([O-])O.[Na+]. The product is [C:31]([NH:30][CH:27]1[CH2:28][CH2:29][N:24]([C:2]2[N:7]=[C:6]([CH3:8])[C:5]([CH:9]([CH2:14][CH2:15][CH3:16])[C:10]([O:12][CH3:13])=[O:11])=[C:4]([C:17]3[CH:22]=[CH:21][C:20]([CH3:23])=[CH:19][CH:18]=3)[N:3]=2)[CH2:25][CH2:26]1)(=[O:38])[C:32]1[CH:33]=[CH:34][CH:35]=[CH:36][CH:37]=1. The yield is 0.340. (7) The product is [O:6]1[C:7]2[CH:12]=[CH:11][C:10]([C:13]3([C:16]([OH:18])=[O:17])[CH2:15][CH2:14]3)=[CH:9][C:8]=2[CH:4]=[CH:5]1. The reactants are C(O[CH:4](OCC)[CH2:5][O:6][C:7]1[CH:12]=[CH:11][C:10]([C:13]2([C:16]([OH:18])=[O:17])[CH2:15][CH2:14]2)=[CH:9][CH:8]=1)C. The yield is 0.0500. The catalyst is C1(C)C(C)=CC=CC=1.